Dataset: Ames mutagenicity test results for genotoxicity prediction. Task: Regression/Classification. Given a drug SMILES string, predict its toxicity properties. Task type varies by dataset: regression for continuous values (e.g., LD50, hERG inhibition percentage) or binary classification for toxic/non-toxic outcomes (e.g., AMES mutagenicity, cardiotoxicity, hepatotoxicity). Dataset: ames. (1) The compound is COc1cc(OC)c2c(=O)c3cc(OC)ccc3oc2c1. The result is 1 (mutagenic). (2) The compound is C/C=C/c1cc(OC)ccc1OC. The result is 0 (non-mutagenic).